From a dataset of Retrosynthesis with 50K atom-mapped reactions and 10 reaction types from USPTO. Predict the reactants needed to synthesize the given product. (1) Given the product COc1c(C)cc2c(c1C)Cc1c-2[nH]c2ccc(C(C)C)cc12, predict the reactants needed to synthesize it. The reactants are: CC(C)c1ccc(NN)cc1.COc1c(C)cc2c(c1C)CCC2=O. (2) Given the product Cc1c(Cl)cccc1S(=O)(=O)Nc1ccnc(C2CCC2)n1, predict the reactants needed to synthesize it. The reactants are: Cc1c(Cl)cccc1S(=O)(=O)Cl.Nc1ccnc(C2CCC2)n1. (3) Given the product COC(=O)c1cc(-c2nn(Cc3ccc(OC)cc3)c3ccnc(OC)c23)cs1, predict the reactants needed to synthesize it. The reactants are: COC(=O)c1cc(B2OC(C)(C)C(C)(C)O2)cs1.COc1ccc(Cn2nc(OS(=O)(=O)C(F)(F)F)c3c(OC)nccc32)cc1. (4) The reactants are: CCOC(=O)c1cccc(Sc2c(C)[nH]c3cc(Cl)c(F)cc23)c1.CCn1cc(Br)cn1. Given the product CCOC(=O)c1cccc(Sc2c(C)n(-c3cnn(CC)c3)c3cc(Cl)c(F)cc23)c1, predict the reactants needed to synthesize it. (5) Given the product CCOC(=O)CCNCc1cccs1, predict the reactants needed to synthesize it. The reactants are: CCOC(=O)CCN.O=Cc1cccs1.